This data is from Reaction yield outcomes from USPTO patents with 853,638 reactions. The task is: Predict the reaction yield, written as a fraction of the theoretical maximum amount of product (1.0 means a 100% yield; for example, 0.34 means a 34% yield). (1) The reactants are [C:1]12(C(O)=O)[CH2:11][CH:6]3[CH2:7][CH:8]([CH2:10][CH:3]([CH2:4][CH2:5]3)[CH2:2]1)[CH2:9]2.C1(P([N:29]=[N+]=[N-])(C2C=CC=CC=2)=O)C=CC=CC=1.C(N(CC)CC)C.[ClH:39]. The catalyst is C(Cl)Cl.O1CCOCC1.C(OCC)C.O. The product is [Cl-:39].[C:1]12([NH3+:29])[CH2:11][CH:6]3[CH2:7][CH:8]([CH2:10][CH:3]([CH2:4][CH2:5]3)[CH2:2]1)[CH2:9]2. The yield is 0.750. (2) The reactants are [F:1][C:2]1[CH:3]=[C:4]([NH2:10])[CH:5]=[N:6][C:7]=1[O:8][CH3:9].[CH3:11][O:12][C:13]1[CH:49]=[CH:48][C:16]([CH2:17][N:18]([CH2:39][C:40]2[CH:45]=[CH:44][C:43]([O:46][CH3:47])=[CH:42][CH:41]=2)[C:19]2[N:24]=[C:23]([CH3:25])[N:22]=[C:21]([C:26]3[CH:27]=[C:28]([CH:33]([OH:38])[C:34]([F:37])([F:36])[F:35])[CH:29]=[N:30][C:31]=3F)[N:20]=2)=[CH:15][CH:14]=1.C1COCC1.[Li+].C[Si]([N-][Si](C)(C)C)(C)C. No catalyst specified. The product is [CH3:11][O:12][C:13]1[CH:14]=[CH:15][C:16]([CH2:17][N:18]([CH2:39][C:40]2[CH:41]=[CH:42][C:43]([O:46][CH3:47])=[CH:44][CH:45]=2)[C:19]2[N:24]=[C:23]([CH3:25])[N:22]=[C:21]([C:26]3[CH:27]=[C:28]([CH:33]([OH:38])[C:34]([F:35])([F:36])[F:37])[CH:29]=[N:30][C:31]=3[NH:10][C:4]3[CH:5]=[N:6][C:7]([O:8][CH3:9])=[C:2]([F:1])[CH:3]=3)[N:20]=2)=[CH:48][CH:49]=1. The yield is 0.910. (3) The reactants are [F:1][C:2]1[CH:7]=[C:6]([O:8][C:9]([F:12])([F:11])[F:10])[CH:5]=[CH:4][C:3]=1[N:13]1[CH:18]=[C:17]([O:19][CH3:20])[C:16](=[O:21])[C:15]([C:22]([O:24]C)=[O:23])=[N:14]1.[OH-].[Na+].Cl. The catalyst is C1COCC1. The product is [F:1][C:2]1[CH:7]=[C:6]([O:8][C:9]([F:11])([F:12])[F:10])[CH:5]=[CH:4][C:3]=1[N:13]1[CH:18]=[C:17]([O:19][CH3:20])[C:16](=[O:21])[C:15]([C:22]([OH:24])=[O:23])=[N:14]1. The yield is 0.970. (4) The reactants are [CH3:1][O:2][C:3]1[C:13]2[C:12]([C:14]3[CH:15]=[C:16]([CH:19]=[CH:20][CH:21]=3)[C:17]#[N:18])=[N:11][CH2:10][C:9](=[O:22])[NH:8][C:7]=2[CH:6]=[C:5]([O:23][CH3:24])[C:4]=1[C:25]1[CH:30]=[CH:29][CH:28]=[CH:27][CH:26]=1.CI.Br[CH2:34][CH:35]1[CH2:37][CH2:36]1. No catalyst specified. The product is [CH:35]1([CH2:34][N:8]2[C:7]3[CH:6]=[C:5]([O:23][CH3:24])[C:4]([C:25]4[CH:30]=[CH:29][CH:28]=[CH:27][CH:26]=4)=[C:3]([O:2][CH3:1])[C:13]=3[C:12]([C:14]3[CH:15]=[C:16]([CH:19]=[CH:20][CH:21]=3)[C:17]#[N:18])=[N:11][CH2:10][C:9]2=[O:22])[CH2:37][CH2:36]1. The yield is -0.600. (5) The reactants are C(OC([NH:8][C@@H:9]([CH2:35][C:36]1[CH:45]=[CH:44][C:39]2[O:40][CH2:41][CH2:42][O:43][C:38]=2[CH:37]=1)[CH2:10][N:11]([C:19]1[S:20][C:21]([C:24]2[CH:25]=[C:26]3[C:31](=[CH:32][CH:33]=2)[CH:30]=[N:29][C:28]([F:34])=[CH:27]3)=[CH:22][N:23]=1)C(=O)OC(C)(C)C)=O)(C)(C)C.C(O)(C(F)(F)F)=O. The catalyst is C(Cl)Cl. The product is [NH2:8][C@@H:9]([CH2:35][C:36]1[CH:45]=[CH:44][C:39]2[O:40][CH2:41][CH2:42][O:43][C:38]=2[CH:37]=1)[CH2:10][NH:11][C:19]1[S:20][C:21]([C:24]2[CH:25]=[C:26]3[C:31](=[CH:32][CH:33]=2)[CH:30]=[N:29][C:28]([F:34])=[CH:27]3)=[CH:22][N:23]=1. The yield is 0.920. (6) The reactants are [OH:1][C:2]1[CH:3]=[C:4]2[C:9](=[CH:10][CH:11]=1)[N:8]=[C:7]([C:12]1[CH:28]=[CH:27][C:15]([C:16]([NH:18][NH:19]C(OC(C)(C)C)=O)=[O:17])=[CH:14][CH:13]=1)[CH:6]=[CH:5]2. The catalyst is Cl.CO. The product is [OH:1][C:2]1[CH:3]=[C:4]2[C:9](=[CH:10][CH:11]=1)[N:8]=[C:7]([C:12]1[CH:13]=[CH:14][C:15]([C:16]([NH:18][NH2:19])=[O:17])=[CH:27][CH:28]=1)[CH:6]=[CH:5]2. The yield is 0.680.